This data is from Forward reaction prediction with 1.9M reactions from USPTO patents (1976-2016). The task is: Predict the product of the given reaction. (1) The product is: [CH:1]1([CH2:4][C:5]([O:7][CH2:14][C:15]2[CH:20]=[CH:19][CH:18]=[CH:17][CH:16]=2)=[O:6])[CH2:3][CH2:2]1. Given the reactants [CH:1]1([CH2:4][C:5]([OH:7])=[O:6])[CH2:3][CH2:2]1.C([O-])([O-])=O.[K+].[K+].[CH2:14](Br)[C:15]1[CH:20]=[CH:19][CH:18]=[CH:17][CH:16]=1, predict the reaction product. (2) Given the reactants [CH3:1][NH:2][CH2:3][C:4]1[CH:5]=[C:6]([C:10]2[CH:15]=[CH:14][C:13]([CH2:16][CH:17]3[S:21][C:20](=[O:22])[NH:19][C:18]3=[O:23])=[CH:12][CH:11]=2)[CH:7]=[CH:8][CH:9]=1.C1COCC1.C(N(CC)CC)C.Cl[C:37](=[O:48])[CH2:38][CH2:39][CH2:40][CH2:41][CH2:42][CH2:43][C:44]([O:46][CH3:47])=[O:45], predict the reaction product. The product is: [O:22]=[C:20]1[NH:19][C:18](=[O:23])[CH:17]([CH2:16][C:13]2[CH:12]=[CH:11][C:10]([C:6]3[CH:7]=[CH:8][CH:9]=[C:4]([CH2:3][N:2]([CH3:1])[C:37]([CH2:38][CH2:39][CH2:40][CH2:41][CH2:42][CH2:43][C:44]([O:46][CH3:47])=[O:45])=[O:48])[CH:5]=3)=[CH:15][CH:14]=2)[S:21]1. (3) Given the reactants [CH3:1][O:2][C:3](=[O:18])[CH2:4][C:5]1[C:13]2[C:8](=[CH:9][CH:10]=[CH:11][CH:12]=2)[N:7]([C:14]([O:16][CH3:17])=[O:15])[CH:6]=1.CN(C)P(=O)(N(C)C)N(C)C.C[Si]([N-][Si](C)(C)C)(C)C.[Li+].[CH2:40]([CH:42]([CH2:45][CH3:46])[CH2:43]I)[CH3:41], predict the reaction product. The product is: [CH3:1][O:2][C:3](=[O:18])[CH:4]([CH2:43][CH:42]([CH2:45][CH3:46])[CH2:40][CH3:41])[C:5]1[C:13]2[C:8](=[CH:9][CH:10]=[CH:11][CH:12]=2)[N:7]([C:14]([O:16][CH3:17])=[O:15])[CH:6]=1.